Dataset: Peptide-MHC class I binding affinity with 185,985 pairs from IEDB/IMGT. Task: Regression. Given a peptide amino acid sequence and an MHC pseudo amino acid sequence, predict their binding affinity value. This is MHC class I binding data. (1) The peptide sequence is FTERSDKSY. The MHC is HLA-A29:02 with pseudo-sequence HLA-A29:02. The binding affinity (normalized) is 0.609. (2) The peptide sequence is IRTDSGNIL. The MHC is HLA-B08:01 with pseudo-sequence HLA-B08:01. The binding affinity (normalized) is 0.0847.